From a dataset of Forward reaction prediction with 1.9M reactions from USPTO patents (1976-2016). Predict the product of the given reaction. (1) Given the reactants F[C:2]1[CH:11]=[C:10]([F:12])[CH:9]=[CH:8][C:3]=1[C:4]([O:6][CH3:7])=[O:5].[O-]P([O-])([O-])=O.[K+].[K+].[K+].[OH:21][C:22]1[CH:30]=[CH:29][CH:28]=[C:27]2[C:23]=1[CH:24]=[CH:25][NH:26]2.CCOCC, predict the reaction product. The product is: [NH:26]1[C:27]2[C:23](=[C:22]([O:21][C:2]3[CH:11]=[C:10]([F:12])[CH:9]=[CH:8][C:3]=3[C:4]([O:6][CH3:7])=[O:5])[CH:30]=[CH:29][CH:28]=2)[CH:24]=[CH:25]1. (2) Given the reactants Br[C:2]1[CH:7]=[CH:6][CH:5]=[CH:4][CH:3]=1.[NH2:8][C:9]1[CH:14]=[CH:13][CH:12]=[CH:11][CH:10]=1, predict the reaction product. The product is: [C:2]1([NH:8][C:9]2[CH:14]=[CH:13][CH:12]=[CH:11][CH:10]=2)[CH:7]=[CH:6][CH:5]=[CH:4][CH:3]=1. (3) Given the reactants CCN(C(C)C)C(C)C.[N:10]1([C:14]([C:16]2[CH:21]=[CH:20][C:19]([O:22][C:23]3[CH:24]=[C:25]([CH:29]=[C:30]([O:32][CH2:33][C:34]4[CH:39]=[CH:38][CH:37]=[CH:36][CH:35]=4)[CH:31]=3)[C:26]([OH:28])=O)=[C:18]([Cl:40])[CH:17]=2)=[O:15])[CH2:13][CH2:12][CH2:11]1.CN(C(ON1N=NC2C=CC=NC1=2)=[N+](C)C)C.F[P-](F)(F)(F)(F)F.[NH2:65][C:66]1[CH:70]=[CH:69][N:68]([CH3:71])[N:67]=1, predict the reaction product. The product is: [N:10]1([C:14]([C:16]2[CH:21]=[CH:20][C:19]([O:22][C:23]3[CH:24]=[C:25]([CH:29]=[C:30]([O:32][CH2:33][C:34]4[CH:35]=[CH:36][CH:37]=[CH:38][CH:39]=4)[CH:31]=3)[C:26]([NH:65][C:66]3[CH:70]=[CH:69][N:68]([CH3:71])[N:67]=3)=[O:28])=[C:18]([Cl:40])[CH:17]=2)=[O:15])[CH2:13][CH2:12][CH2:11]1.